From a dataset of CYP3A4 inhibition data for predicting drug metabolism from PubChem BioAssay. Regression/Classification. Given a drug SMILES string, predict its absorption, distribution, metabolism, or excretion properties. Task type varies by dataset: regression for continuous measurements (e.g., permeability, clearance, half-life) or binary classification for categorical outcomes (e.g., BBB penetration, CYP inhibition). Dataset: cyp3a4_veith. (1) The compound is COc1cccc(-c2ccc3ncnc(N4CCN(C)CC4)c3c2)c1. The result is 1 (inhibitor). (2) The molecule is CN(C)CCCn1cc(C2=C(c3c[nH]c4ccccc34)C(=O)NC2=O)c2ccccc21. The result is 1 (inhibitor). (3) The compound is Cc1ccccc1OC1C(=O)N(Cc2ccc3c(c2)OCO3)C1c1sccc1C. The result is 1 (inhibitor).